This data is from Peptide-MHC class I binding affinity with 185,985 pairs from IEDB/IMGT. The task is: Regression. Given a peptide amino acid sequence and an MHC pseudo amino acid sequence, predict their binding affinity value. This is MHC class I binding data. (1) The peptide sequence is FAISYCRAFI. The MHC is HLA-A68:02 with pseudo-sequence HLA-A68:02. The binding affinity (normalized) is 0.949. (2) The peptide sequence is KTFPPTEPK. The MHC is HLA-A11:01 with pseudo-sequence HLA-A11:01. The binding affinity (normalized) is 0.595. (3) The peptide sequence is MACHRVLTY. The MHC is HLA-B27:03 with pseudo-sequence HLA-B27:03. The binding affinity (normalized) is 0.0847.